This data is from Full USPTO retrosynthesis dataset with 1.9M reactions from patents (1976-2016). The task is: Predict the reactants needed to synthesize the given product. (1) Given the product [CH3:1][O:2][C:3](=[O:12])[CH2:4][C:5]1[CH:10]=[CH:9][C:8]([OH:11])=[C:7]([N+:13]([O-:15])=[O:14])[CH:6]=1, predict the reactants needed to synthesize it. The reactants are: [CH3:1][O:2][C:3](=[O:12])[CH2:4][C:5]1[CH:10]=[CH:9][C:8]([OH:11])=[CH:7][CH:6]=1.[N+:13]([O-])([OH:15])=[O:14]. (2) Given the product [NH2:28][C:26]1[S:27][C:19]([C:20]([O:22][CH3:23])=[O:21])=[C:18]([C:14]2[N:13]([CH2:12][CH2:11][O:10][CH3:9])[CH:17]=[CH:16][N:15]=2)[N:25]=1, predict the reactants needed to synthesize it. The reactants are: IN1C(=O)CCC1=O.[CH3:9][O:10][CH2:11][CH2:12][N:13]1[CH:17]=[CH:16][N:15]=[C:14]1[C:18](=O)[CH2:19][C:20]([O:22][CH3:23])=[O:21].[NH2:25][C:26]([NH2:28])=[S:27]. (3) Given the product [CH3:1][O:2][C:3](=[O:18])[C:4]1[CH:9]=[C:8]([C:10]2[CH:15]=[CH:14][C:13]([CH3:16])=[CH:12][N:11]=2)[CH:7]=[C:6]([NH:17][NH2:19])[CH:5]=1, predict the reactants needed to synthesize it. The reactants are: [CH3:1][O:2][C:3](=[O:18])[C:4]1[CH:9]=[C:8]([C:10]2[CH:15]=[CH:14][C:13]([CH3:16])=[CH:12][N:11]=2)[CH:7]=[C:6]([NH2:17])[CH:5]=1.[N:19]([O-])=O.[Na+]. (4) Given the product [CH2:7]([S:8]([NH:11][S:22]([CH:25]1[CH2:26][CH2:27][N:28]([C:31]([O:33][CH2:34][C:35]2[CH:40]=[CH:39][CH:38]=[CH:37][CH:36]=2)=[O:32])[CH2:29][CH2:30]1)(=[O:23])=[O:24])(=[O:9])=[O:10])[C:1]1[CH:2]=[CH:3][CH:4]=[CH:5][CH:6]=1, predict the reactants needed to synthesize it. The reactants are: [C:1]1([CH2:7][S:8]([NH2:11])(=[O:10])=[O:9])[CH:6]=[CH:5][CH:4]=[CH:3][CH:2]=1.CCN(C(C)C)C(C)C.Cl[S:22]([CH:25]1[CH2:30][CH2:29][N:28]([C:31]([O:33][CH2:34][C:35]2[CH:40]=[CH:39][CH:38]=[CH:37][CH:36]=2)=[O:32])[CH2:27][CH2:26]1)(=[O:24])=[O:23].[NH4+].[Cl-]. (5) Given the product [NH2:14][C:11]1[CH:12]=[CH:13][C:4]2[O:3][C:2]([CH3:1])([CH3:17])[C:7](=[O:8])[N:6]([CH3:9])[C:5]=2[CH:10]=1, predict the reactants needed to synthesize it. The reactants are: [CH3:1][C:2]1([CH3:17])[C:7](=[O:8])[N:6]([CH3:9])[C:5]2[CH:10]=[C:11]([N+:14]([O-])=O)[CH:12]=[CH:13][C:4]=2[O:3]1. (6) Given the product [C:9]([CH2:8][C:7]([O:3][S:1]([Cl:5])(=[O:2])=[O:4])([F:13])[F:6])([F:12])([F:11])[F:10], predict the reactants needed to synthesize it. The reactants are: [S:1]([Cl:5])(=[O:4])(=[O:3])[OH:2].[F:6][C:7]([F:13])=[CH:8][C:9]([F:12])([F:11])[F:10]. (7) Given the product [CH3:18][C:19]1[CH:20]=[C:21]([CH2:22][CH:6]([NH2:10])[C:2]2[S:1][CH:5]=[CH:4][CH:3]=2)[CH:25]=[C:26]([CH3:28])[CH:27]=1, predict the reactants needed to synthesize it. The reactants are: [S:1]1[CH:5]=[CH:4][CH:3]=[C:2]1[CH:6]=O.C[Si](C)(C)[NH:10][Si](C)(C)C.[Li].[CH3:18][C:19]1[CH:20]=[C:21]([CH:25]=[C:26]([CH3:28])[CH:27]=1)[CH2:22][Mg]Cl. (8) Given the product [Cl:32][C:33]1[CH:34]=[CH:35][C:36]([S:39]([N:42]([CH2:43][C:44]2[CH:53]=[CH:52][C:47]([C:48]([O:50][CH3:51])=[O:49])=[C:46]([F:54])[CH:45]=2)[CH2:19][C:18]2[CH:30]=[CH:29][CH:5]=[CH:6][N:7]=2)(=[O:41])=[O:40])=[CH:37][CH:38]=1, predict the reactants needed to synthesize it. The reactants are: COC1C=[C:5]([CH:29]=[CH:30]C=1)[CH2:6][N:7]([CH2:18][C:19]1C=CC(C(OC)=O)=CC=1)S(C1C=CC(Cl)=CC=1)(=O)=O.[Cl:32][C:33]1[CH:38]=[CH:37][C:36]([S:39]([NH:42][CH2:43][C:44]2[CH:53]=[CH:52][C:47]([C:48]([O:50][CH3:51])=[O:49])=[C:46]([F:54])[CH:45]=2)(=[O:41])=[O:40])=[CH:35][CH:34]=1.N1C=CC=CC=1CN.